This data is from Forward reaction prediction with 1.9M reactions from USPTO patents (1976-2016). The task is: Predict the product of the given reaction. Given the reactants [N:1]1[CH:6]=[CH:5][CH:4]=[C:3]([C:7]2[CH:8]=[C:9]3[C:15]([C:16]4[N:21]=[C:20]([N:22]5[CH2:28][CH2:27][CH2:26][C@H:25]([NH:29]C(=O)OCC6C=CC=CC=6)[CH2:24][CH2:23]5)[CH:19]=[CH:18][CH:17]=4)=[N:14][N:13](C4CCCCO4)[C:10]3=[CH:11][N:12]=2)[CH:2]=1.Cl, predict the reaction product. The product is: [N:1]1[CH:6]=[CH:5][CH:4]=[C:3]([C:7]2[CH:8]=[C:9]3[C:15]([C:16]4[N:21]=[C:20]([N:22]5[CH2:28][CH2:27][CH2:26][C@H:25]([NH2:29])[CH2:24][CH2:23]5)[CH:19]=[CH:18][CH:17]=4)=[N:14][NH:13][C:10]3=[CH:11][N:12]=2)[CH:2]=1.